Task: Predict the reaction yield, written as a fraction of the theoretical maximum amount of product (1.0 means a 100% yield; for example, 0.34 means a 34% yield).. Dataset: Reaction yield outcomes from USPTO patents with 853,638 reactions (1) The reactants are [CH2:1]([O:3][C:4]1[CH:5]=[C:6]2[C:11](=[C:12]3[CH2:16][C:15]([CH3:18])([CH3:17])[O:14][C:13]=13)[C:10]([C:19]1[CH:20]=[C:21]([CH:26]=[CH:27][CH:28]=1)[C:22]([NH:24][CH3:25])=[O:23])=[N:9][C:8]([CH3:30])([CH3:29])[CH:7]2O)[CH3:2].C(N(S(F)(F)[F:38])CC)C.C(=O)([O-])O.[Na+]. The catalyst is ClCCl. The product is [CH2:1]([O:3][C:4]1[CH:5]=[C:6]2[C:11](=[C:12]3[CH2:16][C:15]([CH3:18])([CH3:17])[O:14][C:13]=13)[C:10]([C:19]1[CH:20]=[C:21]([CH:26]=[CH:27][CH:28]=1)[C:22]([NH:24][CH3:25])=[O:23])=[N:9][C:8]([CH3:30])([CH3:29])[CH:7]2[F:38])[CH3:2]. The yield is 0.790. (2) The yield is 0.240. The reactants are [CH3:1][C:2]1[NH:6][C:5]2[C:7]([C:17]([O:19][CH3:20])=[O:18])=[CH:8][C:9]([N:11]3[CH2:16][CH2:15][O:14][CH2:13][CH2:12]3)=[CH:10][C:4]=2[N:3]=1.[C:21]([O-])([O-])=O.[K+].[K+].BrC[C:29]1[CH:38]=[CH:37][CH:36]=[C:35]2[C:30]=1[CH:31]=[CH:32][CH:33]=[N:34]2.O. The catalyst is CN(C=O)C. The product is [CH3:1][C:2]1[N:3]([CH2:21][C:36]2[CH:37]=[CH:38][CH:29]=[C:30]3[C:35]=2[N:34]=[CH:33][CH:32]=[CH:31]3)[C:4]2[CH:10]=[C:9]([N:11]3[CH2:12][CH2:13][O:14][CH2:15][CH2:16]3)[CH:8]=[C:7]([C:17]([O:19][CH3:20])=[O:18])[C:5]=2[N:6]=1. (3) The reactants are [I:1][C:2]1[C:7]([CH:8]=[O:9])=[C:6]([O:10]C)[N:5]=[CH:4][CH:3]=1.[I-].[Na+].Cl[Si](C)(C)C. The catalyst is CC#N. The product is [I:1][C:2]1[CH:3]=[CH:4][NH:5][C:6](=[O:10])[C:7]=1[CH:8]=[O:9]. The yield is 0.505. (4) The reactants are O1CCCC1.[C:6]1([NH:12][C:13]2[CH:18]=[CH:17][C:16]([CH2:19][C:20](Cl)=[N:21][OH:22])=[CH:15][CH:14]=2)[CH:11]=[CH:10][CH:9]=[CH:8][CH:7]=1.[C:24]([C:26]1[C:27]([NH2:32])=[N:28][CH:29]=[CH:30][CH:31]=1)#[CH:25].C(N(CC)CC)C. The catalyst is O. The product is [C:6]1([NH:12][C:13]2[CH:18]=[CH:17][C:16]([CH2:19][C:20]3[CH:25]=[C:24]([C:26]4[C:27]([NH2:32])=[N:28][CH:29]=[CH:30][CH:31]=4)[O:22][N:21]=3)=[CH:15][CH:14]=2)[CH:11]=[CH:10][CH:9]=[CH:8][CH:7]=1. The yield is 0.240. (5) The reactants are C1(P(=O)(C2C=CC=CC=2)C2C=CC=CC=2)C=CC=CC=1.FC(F)(F)S(OS(C(F)(F)F)(=O)=O)(=O)=O.[N:36]1[CH:41]=[CH:40][CH:39]=[C:38](/[CH:42]=[CH:43]/[C:44]2[C:52]3[C:47](=[CH:48][CH:49]=[C:50]([C:53]([OH:55])=O)[CH:51]=3)[NH:46][N:45]=2)[CH:37]=1.[C:56]1([NH2:63])[CH:61]=[CH:60][CH:59]=[CH:58][C:57]=1[NH2:62].C(=O)([O-])O.[Na+]. The catalyst is O1CCCC1.ClCCl. The product is [NH2:62][C:57]1[CH:58]=[CH:59][CH:60]=[CH:61][C:56]=1[NH:63][C:53]([C:50]1[CH:51]=[C:52]2[C:47](=[CH:48][CH:49]=1)[NH:46][N:45]=[C:44]2/[CH:43]=[CH:42]/[C:38]1[CH:37]=[N:36][CH:41]=[CH:40][CH:39]=1)=[O:55]. The yield is 0.160. (6) The product is [CH3:32][O:31][C:29]1[CH:28]=[C:26]([NH:27][C:6]2[N:11]=[C:10]([NH:12][C:13]3[CH:21]=[CH:20][CH:19]=[C:18]4[C:14]=3[CH:15]=[N:16][NH:17]4)[CH:9]=[CH:8][N:7]=2)[CH:25]=[C:24]([O:23][CH3:22])[CH:30]=1. The catalyst is O1CCOCC1.CC(O)CCC. The reactants are Cl.CS([C:6]1[N:11]=[C:10]([NH:12][C:13]2[C:14]3[CH:15]=[N:16][NH:17][C:18]=3[CH:19]=[CH:20][CH:21]=2)[CH:9]=[CH:8][N:7]=1)(=O)=O.[CH3:22][O:23][C:24]1[CH:25]=[C:26]([CH:28]=[C:29]([O:31][CH3:32])[CH:30]=1)[NH2:27]. The yield is 0.610. (7) The reactants are [Br:1][C:2]1[CH:3]=[N:4][N:5]2[C:10](Cl)=[C:9]([CH:12]([CH2:18][CH2:19][CH3:20])[C:13]([O:15][CH2:16][CH3:17])=[O:14])[C:8]([CH3:21])=[N:7][C:6]=12.[C:22]1([CH3:30])[CH:27]=[CH:26][C:25]([Mg]Br)=[CH:24][CH:23]=1.[Cl-].[NH4+].O. The catalyst is O1CCCC1. The product is [Br:1][C:2]1[CH:3]=[N:4][N:5]2[C:10]([C:25]3[CH:26]=[CH:27][C:22]([CH3:30])=[CH:23][CH:24]=3)=[C:9]([CH:12]([CH2:18][CH2:19][CH3:20])[C:13]([O:15][CH2:16][CH3:17])=[O:14])[C:8]([CH3:21])=[N:7][C:6]=12. The yield is 0.650. (8) The reactants are [Cl:1][C:2]1[CH:7]=[CH:6][N:5]=[C:4]2[CH:8]=[CH:9][S:10][C:3]=12.[Li]CCCC.Br[C:17]1[CH:18]=[CH:19][C:20]([CH:23]2[O:28][CH2:27][CH2:26][CH2:25][O:24]2)=[N:21][CH:22]=1. The catalyst is C1COCC1.[Cl-].[Cl-].[Zn+2]. The product is [O:24]1[CH2:25][CH2:26][CH2:27][O:28][CH:23]1[C:20]1[N:21]=[CH:22][C:17]([C:9]2[S:10][C:3]3[C:4](=[N:5][CH:6]=[CH:7][C:2]=3[Cl:1])[CH:8]=2)=[CH:18][CH:19]=1. The yield is 0.590.